Predict the reactants needed to synthesize the given product. From a dataset of Full USPTO retrosynthesis dataset with 1.9M reactions from patents (1976-2016). (1) Given the product [CH3:8][C:9]([NH:16][C:17]1[N:3]2[CH:4]=[CH:5][CH:6]=[CH:7][C:2]2=[N:1][C:23]=1[C:22]1[CH:25]=[C:26]([O:30][CH3:31])[C:27]([O:28][CH3:29])=[C:20]([O:19][CH3:18])[CH:21]=1)([CH3:15])[CH2:10][C:11]([CH3:14])([CH3:13])[CH3:12], predict the reactants needed to synthesize it. The reactants are: [NH2:1][C:2]1[CH:7]=[CH:6][CH:5]=[CH:4][N:3]=1.[CH3:8][C:9]([N+:16]#[C-:17])([CH3:15])[CH2:10][C:11]([CH3:14])([CH3:13])[CH3:12].[CH3:18][O:19][C:20]1[CH:21]=[C:22]([CH:25]=[C:26]([O:30][CH3:31])[C:27]=1[O:28][CH3:29])[CH:23]=O. (2) Given the product [F:48][C:45]1[CH:46]=[C:47]2[C:42](=[CH:43][CH:44]=1)[NH:41][CH:40]=[C:39]2[CH2:38][CH2:37][CH2:36][CH2:35][N:4]1[CH2:5][CH2:6][N:1]([C:7]2[CH:8]=[CH:9][C:10]([N:13]3[CH:22]=[CH:21][C:20]4[C:15](=[CH:16][CH:17]=[CH:18][CH:19]=4)[C:14]3=[O:23])=[CH:11][CH:12]=2)[CH2:2][CH2:3]1, predict the reactants needed to synthesize it. The reactants are: [N:1]1([C:7]2[CH:12]=[CH:11][C:10]([N:13]3[CH:22]=[CH:21][C:20]4[C:15](=[CH:16][CH:17]=[CH:18][CH:19]=4)[C:14]3=[O:23])=[CH:9][CH:8]=2)[CH2:6][CH2:5][NH:4][CH2:3][CH2:2]1.CC1C=CC(S(O[CH2:35][CH2:36][CH2:37][CH2:38][C:39]2[C:47]3[C:42](=[CH:43][CH:44]=[C:45]([F:48])[CH:46]=3)[NH:41][CH:40]=2)(=O)=O)=CC=1.C(=O)([O-])[O-].[K+].[K+].[I-].[K+]. (3) Given the product [O:2]1[C:6]2[CH:7]=[CH:8][CH:9]=[CH:10][C:5]=2[N:4]=[C:3]1[C:11]([C@@H:12]([NH:15][C:48](=[O:49])[C@@H:47]([NH:17][C:18]1[C:26]2[C:21](=[CH:22][CH:23]=[CH:24][CH:25]=2)[C:20](=[O:27])[N:19]=1)[CH2:42][CH:32]([CH3:33])[CH3:34])[CH2:13][CH3:14])=[O:16], predict the reactants needed to synthesize it. The reactants are: Cl.[O:2]1[C:6]2[CH:7]=[CH:8][CH:9]=[CH:10][C:5]=2[N:4]=[C:3]1[CH:11]([OH:16])[C@@H:12]([NH-:15])[CH2:13][CH3:14].[NH:17]=[C:18]1[C:26]2[C:21](=[CH:22][CH:23]=[CH:24][CH:25]=2)[C:20](=[O:27])[NH:19]1.C(N(CC)[CH:32]([CH3:34])[CH3:33])(C)C.CC(OI1(OC(C)=O)(OC(C)=O)O[C:48](=[O:49])[C:47]2C=CC=C[C:42]1=2)=O.[O-]S([O-])(=S)=O.[Na+].[Na+].